Dataset: Forward reaction prediction with 1.9M reactions from USPTO patents (1976-2016). Task: Predict the product of the given reaction. (1) Given the reactants [NH2:1][C:2]1[CH:16]=[CH:15][C:5]2[N:6]([CH3:14])[C:7](=[O:13])[CH2:8][CH2:9][C:10]([CH3:12])([CH3:11])[C:4]=2[CH:3]=1.Cl[C:18]1[N:23]=[C:22]([NH:24][C:25]2[CH:30]=[CH:29][CH:28]=[CH:27][C:26]=2[S:31]([N:34]([CH3:36])[CH3:35])(=[O:33])=[O:32])[C:21]([Cl:37])=[CH:20][N:19]=1, predict the reaction product. The product is: [Cl:37][C:21]1[C:22]([NH:24][C:25]2[CH:30]=[CH:29][CH:28]=[CH:27][C:26]=2[S:31]([N:34]([CH3:36])[CH3:35])(=[O:33])=[O:32])=[N:23][C:18]([NH:1][C:2]2[CH:16]=[CH:15][C:5]3[N:6]([CH3:14])[C:7](=[O:13])[CH2:8][CH2:9][C:10]([CH3:12])([CH3:11])[C:4]=3[CH:3]=2)=[N:19][CH:20]=1. (2) Given the reactants [Cl:1][C:2]1[N:3]=[C:4]([N:7]2[CH2:12][CH2:11][O:10][CH2:9][CH2:8]2)[S:5][CH:6]=1.C(=O)([O-])[O-].[Cs+].[Cs+].C1(P(C2C=CC=CC=2)C2C=CC=CC=2)C=CC=CC=1.I[C:39]1[CH:40]=[C:41]2[C:46](=[CH:47][CH:48]=1)[N:45]=[C:44]([C:49]1[CH:50]=[N:51][CH:52]=[CH:53][CH:54]=1)[N:43]=[C:42]2[NH:55][CH3:56], predict the reaction product. The product is: [Cl:1][C:2]1[N:3]=[C:4]([N:7]2[CH2:8][CH2:9][O:10][CH2:11][CH2:12]2)[S:5][C:6]=1[C:39]1[CH:40]=[C:41]2[C:46](=[CH:47][CH:48]=1)[N:45]=[C:44]([C:49]1[CH:50]=[N:51][CH:52]=[CH:53][CH:54]=1)[N:43]=[C:42]2[NH:55][CH3:56]. (3) Given the reactants CC(C)(C)C(NC1C(C(OC)=O)=C2C(C=CCO2)=CC=1)=O.C(OC([N:29]([C:45]([O:47][C:48]([CH3:51])([CH3:50])[CH3:49])=[O:46])[C:30]1[CH:39]=[CH:38][CH:37]=[C:36]([O:40][CH2:41][C:42]#[C:43][CH3:44])[C:31]=1[C:32]([O:34][CH3:35])=[O:33])=O)(C)(C)C, predict the reaction product. The product is: [CH3:44][C:43]1[C:37]2[C:36](=[C:31]([C:32]([O:34][CH3:35])=[O:33])[C:30]([NH:29][C:45]([O:47][C:48]([CH3:51])([CH3:49])[CH3:50])=[O:46])=[CH:39][CH:38]=2)[O:40][CH2:41][CH:42]=1. (4) The product is: [Cl:10][C:11]1[CH:18]=[CH:17][C:14]([CH2:15][NH:4][CH2:3][CH2:1][OH:2])=[CH:13][CH:12]=1. Given the reactants [CH2:1]([CH2:3][NH2:4])[OH:2].C([O-])(O)=O.[Na+].[Cl:10][C:11]1[CH:18]=[CH:17][C:14]([CH:15]=O)=[CH:13][CH:12]=1.[BH4-].[Na+], predict the reaction product. (5) Given the reactants CC(C)([O-])C.[Li+].[CH3:7][N:8]1[C:13]2[CH:14]=[CH:15][C:16]([NH:18][C:19](=O)[O:20]CC3C=CC=CC=3)=[CH:17][C:12]=2[CH2:11][O:10][C:9]1=[O:29].Cl[CH2:31][C@@H:32]([OH:42])[CH2:33][NH:34][C:35](=[O:41])[O:36][C:37]([CH3:40])([CH3:39])[CH3:38], predict the reaction product. The product is: [CH3:7][N:8]1[C:13]2[CH:14]=[CH:15][C:16]([N:18]3[CH2:31][C@H:32]([CH2:33][NH:34][C:35](=[O:41])[O:36][C:37]([CH3:40])([CH3:39])[CH3:38])[O:42][C:19]3=[O:20])=[CH:17][C:12]=2[CH2:11][O:10][C:9]1=[O:29]. (6) The product is: [C:26]([NH:30][S:31]([C:34]1[CH:35]=[CH:36][CH:37]=[C:38]([C:2]2[CH:7]=[C:6]([C:8]3[N:13]=[C:12]([C:14]4[CH:19]=[CH:18][C:17]([F:20])=[C:16]([F:21])[CH:15]=4)[CH:11]=[C:10]([C:22]([F:25])([F:24])[F:23])[N:9]=3)[CH:5]=[CH:4][N:3]=2)[CH:39]=1)(=[O:33])=[O:32])([CH3:29])([CH3:27])[CH3:28]. Given the reactants Cl[C:2]1[CH:7]=[C:6]([C:8]2[N:13]=[C:12]([C:14]3[CH:19]=[CH:18][C:17]([F:20])=[C:16]([F:21])[CH:15]=3)[CH:11]=[C:10]([C:22]([F:25])([F:24])[F:23])[N:9]=2)[CH:5]=[CH:4][N:3]=1.[C:26]([NH:30][S:31]([C:34]1[CH:35]=[C:36](B(O)O)[CH:37]=[CH:38][CH:39]=1)(=[O:33])=[O:32])([CH3:29])([CH3:28])[CH3:27], predict the reaction product. (7) The product is: [CH:15]1([CH2:18][CH2:19][NH:20][C:21]([C:23]2[N:24]=[N:25][C:26]([N:29]3[CH2:35][CH2:34][CH2:33][N:32]([C:7](=[O:8])[C:6]4[CH:10]=[C:2]([F:1])[CH:3]=[CH:4][C:5]=4[C:11]([F:14])([F:13])[F:12])[CH2:31][CH2:30]3)=[CH:27][CH:28]=2)=[O:22])[CH2:16][CH2:17]1. Given the reactants [F:1][C:2]1[CH:3]=[CH:4][C:5]([C:11]([F:14])([F:13])[F:12])=[C:6]([CH:10]=1)[C:7](Cl)=[O:8].[CH:15]1([CH2:18][CH2:19][NH:20][C:21]([C:23]2[N:24]=[N:25][C:26]([N:29]3[CH2:35][CH2:34][CH2:33][NH:32][CH2:31][CH2:30]3)=[CH:27][CH:28]=2)=[O:22])[CH2:17][CH2:16]1, predict the reaction product. (8) Given the reactants Cl.[Cl:2][C:3]1[CH:4]=[C:5]2[C:9](=[CH:10][CH:11]=1)[NH:8][CH:7]=[C:6]2[CH2:12][CH2:13][NH2:14].CN(C([O:22][N:23]1N=N[C:25]2[CH:26]=[CH:27][CH:28]=N[C:24]1=2)=[N+](C)C)C.F[P-](F)(F)(F)(F)F.[CH:39](N(CC)C(C)C)([CH3:41])[CH3:40].[C:48](OCC)(=[O:50])C, predict the reaction product. The product is: [Cl:2][C:3]1[CH:4]=[C:5]2[C:9](=[CH:10][CH:11]=1)[NH:8][CH:7]=[C:6]2[CH2:12][CH2:13][NH:14][C:48]([C:24]1[CH:25]=[C:26]([CH:27]2[CH2:28][CH2:41][CH2:39][CH2:40]2)[O:22][N:23]=1)=[O:50]. (9) Given the reactants [CH3:1][S:2]([NH:5][C:6]1[CH:11]=[CH:10][C:9]([C:12]2[C:21](=[O:22])[C:20]3[C:15](=[CH:16][C:17]([O:23][CH2:24][C:25]4[CH:26]=[C:27]([CH:34]=[CH:35][CH:36]=4)[C:28]([O:30]CC=C)=[O:29])=[CH:18][CH:19]=3)[O:14][CH:13]=2)=[CH:8][CH:7]=1)(=[O:4])=[O:3].N1CCOCC1, predict the reaction product. The product is: [CH3:1][S:2]([NH:5][C:6]1[CH:7]=[CH:8][C:9]([C:12]2[C:21](=[O:22])[C:20]3[C:15](=[CH:16][C:17]([O:23][CH2:24][C:25]4[CH:26]=[C:27]([CH:34]=[CH:35][CH:36]=4)[C:28]([OH:30])=[O:29])=[CH:18][CH:19]=3)[O:14][CH:13]=2)=[CH:10][CH:11]=1)(=[O:3])=[O:4]. (10) Given the reactants C([O:8][C:9](=[O:26])[CH2:10][N:11]1[CH2:16][CH2:15][CH2:14][C@@H:13]([NH:17][C:18]([O:20][C:21]([CH3:24])([CH3:23])[CH3:22])=[O:19])[C:12]1=[O:25])C1C=CC=CC=1.[H][H], predict the reaction product. The product is: [C:21]([O:20][C:18]([NH:17][C@@H:13]1[CH2:14][CH2:15][CH2:16][N:11]([CH2:10][C:9]([OH:26])=[O:8])[C:12]1=[O:25])=[O:19])([CH3:24])([CH3:22])[CH3:23].